Predict the reaction yield, written as a fraction of the theoretical maximum amount of product (1.0 means a 100% yield; for example, 0.34 means a 34% yield). From a dataset of Reaction yield outcomes from USPTO patents with 853,638 reactions. (1) The reactants are [Cl:1][C:2]1[C:20]([Cl:21])=[CH:19][C:5]([C:6]([NH:8][C:9]2[CH:18]=[CH:17][C:12]([C:13]([O:15]C)=[O:14])=[CH:11][CH:10]=2)=[O:7])=[C:4](F)[CH:3]=1.[Cl:23][C:24]1[CH:29]=[CH:28][C:27]([OH:30])=[C:26]([O:31][CH3:32])[CH:25]=1.C(=O)([O-])[O-].[K+].[K+].[OH-].[Na+]. The catalyst is CO.CN1CCCC1=O. The product is [Cl:1][C:2]1[C:20]([Cl:21])=[CH:19][C:5]([C:6]([NH:8][C:9]2[CH:18]=[CH:17][C:12]([C:13]([OH:15])=[O:14])=[CH:11][CH:10]=2)=[O:7])=[C:4]([O:30][C:27]2[CH:28]=[CH:29][C:24]([Cl:23])=[CH:25][C:26]=2[O:31][CH3:32])[CH:3]=1. The yield is 0.250. (2) The reactants are C(O[B:5]1[O:9][C:8]([CH3:11])([CH3:10])[C:7]([CH3:13])([CH3:12])[O:6]1)(C)C.C([Li])CCC.[F:19][C:20]1[CH:21]=[C:22]([C:27]2([OH:31])[CH2:30][CH2:29][CH2:28]2)[CH:23]=[C:24]([F:26])[CH:25]=1. No catalyst specified. The product is [F:19][C:20]1[CH:21]=[C:22]([C:27]2([OH:31])[CH2:30][CH2:29][CH2:28]2)[CH:23]=[C:24]([F:26])[C:25]=1[B:5]1[O:6][C:7]([CH3:12])([CH3:13])[C:8]([CH3:10])([CH3:11])[O:9]1. The yield is 1.00. (3) The reactants are [NH:1]([CH2:8][CH2:9][OH:10])[C:2]1[CH:7]=[CH:6][CH:5]=[CH:4][CH:3]=1.CCO.[OH-].[Na+].Cl[CH2:17][C:18](Cl)=[O:19]. The catalyst is O. The product is [C:2]1([N:1]2[CH2:8][CH2:9][O:10][CH2:17][C:18]2=[O:19])[CH:7]=[CH:6][CH:5]=[CH:4][CH:3]=1. The yield is 0.625. (4) The product is [Cl:13][C:14]1[CH:19]=[CH:18][C:17]([CH:20]=[CH:21][S:22]([NH:1][C:2]2[CH:7]=[CH:6][C:5]([CH3:8])=[CH:4][C:3]=2[S:9]([NH2:12])(=[O:10])=[O:11])(=[O:23])=[O:24])=[C:16]([O:26][CH3:27])[CH:15]=1. The yield is 0.810. No catalyst specified. The reactants are [NH2:1][C:2]1[CH:7]=[CH:6][C:5]([CH3:8])=[CH:4][C:3]=1[S:9]([NH2:12])(=[O:11])=[O:10].[Cl:13][C:14]1[CH:19]=[CH:18][C:17](/[CH:20]=[CH:21]/[S:22](Cl)(=[O:24])=[O:23])=[C:16]([O:26][CH3:27])[CH:15]=1. (5) The reactants are [C:1]([O:7][C:8]([CH3:11])([CH3:10])[CH3:9])(=[O:6])[CH2:2][C:3]([CH3:5])=O.[F:12][C:13]1[CH:20]=[CH:19][CH:18]=[CH:17][C:14]=1[CH:15]=O.[NH4+:21].[OH-:22]. The catalyst is CCO. The product is [F:12][C:13]1[CH:20]=[CH:19][CH:18]=[CH:17][C:14]=1[CH:15]1[C:2]([C:1]([O:7][C:8]([CH3:11])([CH3:10])[CH3:9])=[O:6])=[C:3]([CH3:5])[NH:21][C:3]([CH3:5])=[C:2]1[C:1]([O:7][C:8]([CH3:11])([CH3:10])[CH3:9])=[O:22]. The yield is 0.160.